This data is from Reaction yield outcomes from USPTO patents with 853,638 reactions. The task is: Predict the reaction yield, written as a fraction of the theoretical maximum amount of product (1.0 means a 100% yield; for example, 0.34 means a 34% yield). (1) The reactants are [NH2:1][C:2]1[C:3]([N:23]2[CH2:28][CH2:27][N:26]([C:29]3[CH:34]=[CH:33][CH:32]=[CH:31][C:30]=3[CH3:35])[CH2:25][CH2:24]2)=[CH:4][C:5]([N:20]([CH3:22])[CH3:21])=[C:6]([CH:19]=1)[C:7]([NH:9][CH2:10][CH2:11][CH2:12][N:13]1[CH2:17][CH2:16][CH2:15][C:14]1=[O:18])=[O:8].C(N(CC)C(C)C)(C)C.[O:45]1[CH:49]=[CH:48][CH:47]=[C:46]1[C:50](Cl)=[O:51]. The catalyst is ClCCl.O. The product is [CH3:21][N:20]([CH3:22])[C:5]1[C:6]([C:7](=[O:8])[NH:9][CH2:10][CH2:11][CH2:12][N:13]2[CH2:17][CH2:16][CH2:15][C:14]2=[O:18])=[CH:19][C:2]([NH:1][C:50]([C:46]2[O:45][CH:49]=[CH:48][CH:47]=2)=[O:51])=[C:3]([N:23]2[CH2:24][CH2:25][N:26]([C:29]3[CH:34]=[CH:33][CH:32]=[CH:31][C:30]=3[CH3:35])[CH2:27][CH2:28]2)[CH:4]=1. The yield is 0.456. (2) The reactants are Br[C:2]1[C:7](=[O:8])[N:6]([CH2:9][C:10]2[CH:15]=[CH:14][C:13]([C:16]3[C:17]([C:22]#[N:23])=[CH:18][CH:19]=[CH:20][CH:21]=3)=[CH:12][CH:11]=2)[C:5]([CH2:24][CH2:25][CH3:26])=[N:4][C:3]=1[CH2:27][CH3:28].[F:29][C:30]1[CH:35]=[C:34]([O:36][CH:37]([CH3:39])[CH3:38])[CH:33]=[CH:32][C:31]=1B(O)O.C(=O)([O-])[O-].[Cs+].[Cs+]. The catalyst is O1CCOCC1.C(OCC)(=O)C.C1C=CC(P(C2C=CC=CC=2)[C-]2C=CC=C2)=CC=1.C1C=CC(P(C2C=CC=CC=2)[C-]2C=CC=C2)=CC=1.Cl[Pd]Cl.[Fe+2]. The product is [CH2:27]([C:3]1[N:4]=[C:5]([CH2:24][CH2:25][CH3:26])[N:6]([CH2:9][C:10]2[CH:11]=[CH:12][C:13]([C:16]3[C:17]([C:22]#[N:23])=[CH:18][CH:19]=[CH:20][CH:21]=3)=[CH:14][CH:15]=2)[C:7](=[O:8])[C:2]=1[C:31]1[CH:32]=[CH:33][C:34]([O:36][CH:37]([CH3:38])[CH3:39])=[CH:35][C:30]=1[F:29])[CH3:28]. The yield is 0.590. (3) The reactants are [Cl:1][C:2]1[N:3]=[CH:4][NH:5][C:6]=1[Cl:7].[OH-].[K+].[CH2:10]([Br:17])[C:11]1[CH:16]=[CH:15][CH:14]=[CH:13][CH:12]=1. The catalyst is C(#N)C. The product is [Br-:17].[CH2:10]([N:3]1[C:2]([Cl:1])=[C:6]([Cl:7])[N+:5]([CH2:10][C:11]2[CH:16]=[CH:15][CH:14]=[CH:13][CH:12]=2)=[CH:4]1)[C:11]1[CH:16]=[CH:15][CH:14]=[CH:13][CH:12]=1. The yield is 0.930. (4) The reactants are Cl[C:2](Cl)([O:4]C(=O)OC(Cl)(Cl)Cl)Cl.[Br:13][C:14]1[N:19]=[CH:18][C:17]([NH2:20])=[CH:16][CH:15]=1.C(N(CC)CC)C.[CH3:28][O:29][C:30]1[CH:36]=[CH:35][CH:34]=[CH:33][C:31]=1[NH2:32]. The catalyst is ClCCl. The product is [Br:13][C:14]1[N:19]=[CH:18][C:17]([NH:20][C:2]([NH:32][C:31]2[CH:33]=[CH:34][CH:35]=[CH:36][C:30]=2[O:29][CH3:28])=[O:4])=[CH:16][CH:15]=1. The yield is 0.640. (5) The reactants are [OH:1][CH2:2][CH2:3][CH2:4][N:5]1[CH2:9][CH2:8][NH:7][C:6]1=[C:10]([S:13]([C:16]1[CH:21]=[CH:20][CH:19]=[CH:18][CH:17]=1)(=[O:15])=[O:14])[C:11]#[N:12].C(=O)([O-])[O-].[K+].[K+].Br[CH2:29][CH2:30][CH2:31][O:32][Si:33]([C:36]([CH3:39])([CH3:38])[CH3:37])([CH3:35])[CH3:34].[I-].[Na+]. The catalyst is CN(C=O)C.[Cl-].[Na+].O. The product is [Si:33]([O:32][CH2:31][CH2:30][CH2:29][N:7]1[CH2:8][CH2:9][N:5]([CH2:4][CH2:3][CH2:2][OH:1])[C:6]1=[C:10]([S:13]([C:16]1[CH:21]=[CH:20][CH:19]=[CH:18][CH:17]=1)(=[O:15])=[O:14])[C:11]#[N:12])([C:36]([CH3:39])([CH3:38])[CH3:37])([CH3:35])[CH3:34]. The yield is 0.726.